This data is from Catalyst prediction with 721,799 reactions and 888 catalyst types from USPTO. The task is: Predict which catalyst facilitates the given reaction. (1) Reactant: [NH2:1][C:2]1[CH:7]=[C:6]([Cl:8])[C:5]([N:9]2[CH2:13][CH2:12][CH2:11][C@H:10]2[CH2:14][O:15][CH3:16])=[CH:4][C:3]=1[NH:17][C:18](=S)[NH:19][C:20]1[CH:21]=[C:22]([CH:34]=[CH:35][C:36]=1[Cl:37])[CH2:23][NH:24][C:25]([C:27]1([C:30]([F:33])([F:32])[F:31])[CH2:29][CH2:28]1)=[O:26].C(Cl)CCl.CN(C=O)C. Product: [Cl:37][C:36]1[CH:35]=[CH:34][C:22]([CH2:23][NH:24][C:25]([C:27]2([C:30]([F:33])([F:32])[F:31])[CH2:29][CH2:28]2)=[O:26])=[CH:21][C:20]=1[NH:19][C:18]1[NH:17][C:3]2[CH:4]=[C:5]([N:9]3[CH2:13][CH2:12][CH2:11][C@H:10]3[CH2:14][O:15][CH3:16])[C:6]([Cl:8])=[CH:7][C:2]=2[N:1]=1. The catalyst class is: 170. (2) Reactant: [NH2:1][C:2]1[CH:7]=[CH:6][C:5]([C@H:8]2[N:13]([CH3:14])[CH2:12][CH2:11][N:10]([CH3:15])[C:9]2=[O:16])=[CH:4][CH:3]=1.Br[C:18]1[C:19](=[O:26])[N:20]([CH3:25])[CH:21]=[C:22]([Br:24])C=1.C([N:30](C(C)C)CC)(C)C. Product: [Br:24][C:22]1[N:30]=[C:18]([NH:1][C:2]2[CH:3]=[CH:4][C:5]([C@@H:8]3[C:9](=[O:16])[N:10]([CH3:15])[CH2:11][CH2:12][N:13]3[CH3:14])=[CH:6][CH:7]=2)[C:19](=[O:26])[N:20]([CH3:25])[CH:21]=1. The catalyst class is: 41. (3) Reactant: [CH:1]([CH:4]1[CH2:9][CH2:8][C:7](B2OC(C)(C)C(C)(C)O2)=[CH:6][CH2:5]1)([CH3:3])[CH3:2].Br[C:20]1[O:24][N:23]=[C:22]([C:25]([O:27][CH2:28][CH3:29])=[O:26])[C:21]=1[CH3:30].C(=O)([O-])[O-].[K+].[K+].CC#N. Product: [CH:1]([CH:4]1[CH2:9][CH2:8][C:7]([C:20]2[O:24][N:23]=[C:22]([C:25]([O:27][CH2:28][CH3:29])=[O:26])[C:21]=2[CH3:30])=[CH:6][CH2:5]1)([CH3:2])[CH3:3]. The catalyst class is: 263. (4) Reactant: C(N(C(C)C)CC)(C)C.[Li]CCCC.[Cl:15][C:16]1[CH:21]=[C:20]([Cl:22])[CH:19]=[CH:18][N:17]=1.[C:23](=[O:25])=[O:24]. Product: [Cl:15][C:16]1[N:17]=[CH:18][CH:19]=[C:20]([Cl:22])[C:21]=1[C:23]([OH:25])=[O:24]. The catalyst class is: 134. (5) Reactant: C([O:3][C:4]([C:6]1[O:7][C:8]2[CH:15]=[CH:14][C:13]([Cl:16])=[C:12]([O:17][CH3:18])[C:9]=2[C:10]=1[CH3:11])=[O:5])C.[Li+].[OH-]. Product: [Cl:16][C:13]1[CH:14]=[CH:15][C:8]2[O:7][C:6]([C:4]([OH:5])=[O:3])=[C:10]([CH3:11])[C:9]=2[C:12]=1[O:17][CH3:18]. The catalyst class is: 1. (6) Reactant: [O:1]=[C:2]1[CH2:6][CH2:5][CH2:4][N:3]1[C:7]([O:9][C:10]([CH3:13])([CH3:12])[CH3:11])=[O:8].[Li+].CC([N-]C(C)C)C.Br[CH2:23][C:24]([O:26][CH2:27][CH3:28])=[O:25]. Product: [CH2:27]([O:26][C:24](=[O:25])[CH2:23][CH:6]1[CH2:5][CH2:4][N:3]([C:7]([O:9][C:10]([CH3:13])([CH3:12])[CH3:11])=[O:8])[C:2]1=[O:1])[CH3:28]. The catalyst class is: 1. (7) Reactant: [Cl:1][C:2]1[C:3]2[CH:16]=[CH:15][CH:14]=[CH:13][C:4]=2[S:5][C:6]=1[CH2:7][CH2:8][CH:9]([OH:12])[C:10]#[CH:11].[CH3:17][C:18]([Si:21](Cl)([CH3:23])[CH3:22])([CH3:20])[CH3:19].C(N(CC)CC)C.C(=O)(O)[O-].[Na+]. Product: [C:18]([Si:21]([O:12][CH:9]([CH2:8][CH2:7][C:6]1[S:5][C:4]2[CH:13]=[CH:14][CH:15]=[CH:16][C:3]=2[C:2]=1[Cl:1])[C:10]#[CH:11])([CH3:23])[CH3:22])([CH3:20])([CH3:19])[CH3:17]. The catalyst class is: 154. (8) Reactant: C([N:3](C(C)C)[CH:4]([CH3:6])[CH3:5])C.[C:10]([O:14][C:15]([N:17]1[CH2:22][CH2:21][N:20]([C:23]2[N:28]=[CH:27][C:26]([O:29][CH2:30][C:31]3[CH:39]=[CH:38][C:34]([C:35]([OH:37])=O)=[C:33]([CH3:40])[CH:32]=3)=[CH:25][N:24]=2)[CH2:19][CH2:18]1)=[O:16])([CH3:13])([CH3:12])[CH3:11].CC(N)C.F[P-](F)(F)(F)(F)F.N1(OC(N(C)C)=[N+](C)C)C2N=CC=CC=2N=N1. Product: [CH:4]([NH:3][C:35]([C:34]1[CH:38]=[CH:39][C:31]([CH2:30][O:29][C:26]2[CH:27]=[N:28][C:23]([N:20]3[CH2:21][CH2:22][N:17]([C:15]([O:14][C:10]([CH3:12])([CH3:13])[CH3:11])=[O:16])[CH2:18][CH2:19]3)=[N:24][CH:25]=2)=[CH:32][C:33]=1[CH3:40])=[O:37])([CH3:6])[CH3:5]. The catalyst class is: 34. (9) Reactant: [Si]([O:8][C@H:9]([C:23]1[CH:32]=[CH:31][C:30]([OH:33])=[C:29]2[C:24]=1[CH:25]=[CH:26][C:27](=[O:34])[NH:28]2)[CH2:10][NH:11][CH:12]1[CH2:17][CH2:16][N:15]([CH2:18][CH2:19][C:20]([OH:22])=O)[CH2:14][CH2:13]1)(C(C)(C)C)(C)C.CN(C(ON1N=NC2C=CC=NC1=2)=[N+](C)C)C.F[P-](F)(F)(F)(F)F.C(N(CC)CC)C.[Cl:66][C:67]1[CH:72]=[CH:71][C:70]([CH2:73][NH2:74])=[CH:69][CH:68]=1. Product: [Cl:66][C:67]1[CH:72]=[CH:71][C:70]([CH2:73][NH:74][C:20](=[O:22])[CH2:19][CH2:18][N:15]2[CH2:16][CH2:17][CH:12]([NH:11][CH2:10][C@H:9]([OH:8])[C:23]3[CH:32]=[CH:31][C:30]([OH:33])=[C:29]4[C:24]=3[CH:25]=[CH:26][C:27](=[O:34])[NH:28]4)[CH2:13][CH2:14]2)=[CH:69][CH:68]=1. The catalyst class is: 3.